This data is from Reaction yield outcomes from USPTO patents with 853,638 reactions. The task is: Predict the reaction yield, written as a fraction of the theoretical maximum amount of product (1.0 means a 100% yield; for example, 0.34 means a 34% yield). The reactants are [NH2:1][C:2]1[CH:7]=[CH:6][C:5]([CH3:8])=[CH:4][CH:3]=1.[CH3:9][C:10]([CH3:14])(O)[C:11]#[N:12]. No catalyst specified. The product is [CH3:9][C:10]([NH:1][C:2]1[CH:7]=[CH:6][C:5]([CH3:8])=[CH:4][CH:3]=1)([CH3:14])[C:11]#[N:12]. The yield is 0.990.